Dataset: Full USPTO retrosynthesis dataset with 1.9M reactions from patents (1976-2016). Task: Predict the reactants needed to synthesize the given product. (1) Given the product [CH:21]1([C:24]([N:1]2[CH2:5][CH2:4][C@H:3]([NH:6][C:7](=[O:13])[O:8][C:9]([CH3:10])([CH3:12])[CH3:11])[CH2:2]2)=[O:25])[CH2:23][CH2:22]1, predict the reactants needed to synthesize it. The reactants are: [NH:1]1[CH2:5][CH2:4][C@H:3]([NH:6][C:7](=[O:13])[O:8][C:9]([CH3:12])([CH3:11])[CH3:10])[CH2:2]1.C(N(CC)CC)C.[CH:21]1([C:24](Cl)=[O:25])[CH2:23][CH2:22]1. (2) Given the product [CH2:1]([O:8][C:9](=[O:22])[CH2:10][C@@H:11]([NH:14][C:15]([O:17][C:18]([CH3:21])([CH3:20])[CH3:19])=[O:16])[CH2:12][N:32]1[CH2:31][CH2:30][CH:29]([O:28][C:27]2[CH:35]=[CH:36][C:24]([F:23])=[CH:25][CH:26]=2)[CH2:34][CH2:33]1)[C:2]1[CH:7]=[CH:6][CH:5]=[CH:4][CH:3]=1, predict the reactants needed to synthesize it. The reactants are: [CH2:1]([O:8][C:9](=[O:22])[CH2:10][C@@H:11]([NH:14][C:15]([O:17][C:18]([CH3:21])([CH3:20])[CH3:19])=[O:16])[CH2:12]I)[C:2]1[CH:7]=[CH:6][CH:5]=[CH:4][CH:3]=1.[F:23][C:24]1[CH:36]=[CH:35][C:27]([O:28][CH:29]2[CH2:34][CH2:33][NH:32][CH2:31][CH2:30]2)=[CH:26][CH:25]=1.C(N(CC)CC)C. (3) Given the product [C:1]([O:9][N:11]1[C:15](=[O:16])[CH2:14][CH2:13][C:12]1=[O:17])(=[O:8])[C:2]1[CH:7]=[CH:6][N:5]=[CH:4][CH:3]=1, predict the reactants needed to synthesize it. The reactants are: [C:1]([OH:9])(=[O:8])[C:2]1[CH:7]=[CH:6][N:5]=[CH:4][CH:3]=1.O[N:11]1[C:15](=[O:16])[CH2:14][CH2:13][C:12]1=[O:17]. (4) The reactants are: [CH3:1][O:2][C:3]1[CH:8]=[CH:7][C:6]([C:9]2[O:10][C:11]3[C:16]([C:17](=O)[CH:18]=2)=[CH:15][CH:14]=[C:13]([O:20][CH2:21][CH2:22][CH2:23][N:24]2[CH2:29][CH2:28][O:27][CH2:26][CH2:25]2)[CH:12]=3)=[CH:5][CH:4]=1.COC1C=CC(P2(SP(C3C=CC(OC)=CC=3)(=S)S2)=[S:39])=CC=1. Given the product [CH3:1][O:2][C:3]1[CH:8]=[CH:7][C:6]([C:9]2[O:10][C:11]3[C:16]([C:17](=[S:39])[CH:18]=2)=[CH:15][CH:14]=[C:13]([O:20][CH2:21][CH2:22][CH2:23][N:24]2[CH2:29][CH2:28][O:27][CH2:26][CH2:25]2)[CH:12]=3)=[CH:5][CH:4]=1, predict the reactants needed to synthesize it. (5) The reactants are: O.NN.[Cl:4][C:5]1[C:10]([Cl:11])=[CH:9][CH:8]=[CH:7][C:6]=1[N:12]1[CH2:17][CH2:16][N:15]([CH2:18][CH2:19][CH2:20][CH2:21][N:22]2C(=O)C3=CC=CC=C3C2=O)[CH2:14][CH2:13]1. Given the product [Cl:4][C:5]1[C:10]([Cl:11])=[CH:9][CH:8]=[CH:7][C:6]=1[N:12]1[CH2:13][CH2:14][N:15]([CH2:18][CH2:19][CH2:20][CH2:21][NH2:22])[CH2:16][CH2:17]1, predict the reactants needed to synthesize it. (6) Given the product [OH:2][C:3]1[CH:4]=[C:5]([C:12]([F:13])([F:14])[F:15])[CH:6]=[C:7]([N+:9]([O-:11])=[O:10])[CH:8]=1, predict the reactants needed to synthesize it. The reactants are: C[O:2][C:3]1[CH:4]=[C:5]([C:12]([F:15])([F:14])[F:13])[CH:6]=[C:7]([N+:9]([O-:11])=[O:10])[CH:8]=1.Cl.[NH+]1C=CC=CC=1. (7) Given the product [C:19]([O:23][C:24]([N:26]1[CH2:30][CH2:29][CH2:28][CH:27]1[CH2:31][N:32]([CH2:2][C:3]1[S:11][C:10]2[C:9]([N:12]3[CH2:17][CH2:16][O:15][CH2:14][CH2:13]3)=[N:8][C:7]([Cl:18])=[N:6][C:5]=2[CH:4]=1)[CH3:33])=[O:25])([CH3:22])([CH3:21])[CH3:20], predict the reactants needed to synthesize it. The reactants are: Br[CH2:2][C:3]1[S:11][C:10]2[C:9]([N:12]3[CH2:17][CH2:16][O:15][CH2:14][CH2:13]3)=[N:8][C:7]([Cl:18])=[N:6][C:5]=2[CH:4]=1.[C:19]([O:23][C:24]([N:26]1[CH2:30][CH2:29][CH2:28][CH:27]1[CH2:31][NH:32][CH3:33])=[O:25])([CH3:22])([CH3:21])[CH3:20].C(=O)([O-])[O-].[K+].[K+].